From a dataset of Full USPTO retrosynthesis dataset with 1.9M reactions from patents (1976-2016). Predict the reactants needed to synthesize the given product. (1) Given the product [C:23]([O:22][C:20](=[O:21])[NH:12][CH:1]1[C:10]2[C:5](=[CH:6][CH:7]=[C:8]([NH2:11])[CH:9]=2)[CH2:4][CH2:3][CH2:2]1)([CH3:26])([CH3:25])[CH3:24], predict the reactants needed to synthesize it. The reactants are: [CH:1]1([NH2:12])[C:10]2[C:5](=[CH:6][CH:7]=[C:8]([NH2:11])[CH:9]=2)[CH2:4][CH2:3][CH2:2]1.C(N(CC)CC)C.[C:20](O[C:20]([O:22][C:23]([CH3:26])([CH3:25])[CH3:24])=[O:21])([O:22][C:23]([CH3:26])([CH3:25])[CH3:24])=[O:21]. (2) Given the product [F:26][C:23]1[CH:22]=[CH:21][C:20]([C:17]2[CH:18]=[CH:19][C:10]3[N:9]=[C:8]([C:4]4[CH:3]=[C:2]([NH:1][S:28]([CH3:27])(=[O:30])=[O:29])[CH:7]=[CH:6][CH:5]=4)[CH2:14][C:13](=[O:15])[NH:12][C:11]=3[CH:16]=2)=[CH:25][CH:24]=1, predict the reactants needed to synthesize it. The reactants are: [NH2:1][C:2]1[CH:3]=[C:4]([C:8]2[CH2:14][C:13](=[O:15])[NH:12][C:11]3[CH:16]=[C:17]([C:20]4[CH:25]=[CH:24][C:23]([F:26])=[CH:22][CH:21]=4)[CH:18]=[CH:19][C:10]=3[N:9]=2)[CH:5]=[CH:6][CH:7]=1.[CH3:27][S:28](Cl)(=[O:30])=[O:29].CCN(CC)CC. (3) Given the product [OH:59][CH:48]([CH2:49][N:50]1[CH2:51][C:52]2[C:57](=[CH:56][CH:55]=[CH:54][CH:53]=2)[CH2:58]1)[CH2:47][NH:46][C:12]([C:11]1[CH:10]=[C:9]([NH:8][C:6](=[O:7])[O:5][C:1]([CH3:2])([CH3:3])[CH3:4])[CH:17]=[CH:16][CH:15]=1)=[O:14], predict the reactants needed to synthesize it. The reactants are: [C:1]([O:5][C:6]([NH:8][C:9]1[CH:10]=[C:11]([CH:15]=[CH:16][CH:17]=1)[C:12]([OH:14])=O)=[O:7])([CH3:4])([CH3:3])[CH3:2].CCN=C=NCCCN(C)C.C1C=CC2N(O)N=NC=2C=1.CCN(CC)CC.[NH2:46][CH2:47][CH:48]([OH:59])[CH2:49][N:50]1[CH2:58][C:57]2[C:52](=[CH:53][CH:54]=[CH:55][CH:56]=2)[CH2:51]1. (4) Given the product [Si:14]([O:13][CH2:12][C:6]1[N:7]([CH3:11])[C:8]2[C:4]([CH:5]=1)=[C:3]([Cl:21])[C:2]([CH:30]=[O:31])=[CH:10][CH:9]=2)([C:17]([CH3:20])([CH3:19])[CH3:18])([CH3:16])[CH3:15], predict the reactants needed to synthesize it. The reactants are: Br[C:2]1[C:3]([Cl:21])=[C:4]2[C:8](=[CH:9][CH:10]=1)[N:7]([CH3:11])[C:6]([CH2:12][O:13][Si:14]([C:17]([CH3:20])([CH3:19])[CH3:18])([CH3:16])[CH3:15])=[CH:5]2.[Li]CCCC.CN([CH:30]=[O:31])C. (5) The reactants are: [C:1]1([CH3:17])[CH:6]=[CH:5][C:4]([C:7]2[CH:16]=[CH:15][CH:14]=[CH:13][C:8]=2[C:9]([O:11][CH3:12])=[O:10])=[CH:3][CH:2]=1.[Br:18]N1C(=O)CCC1=O.N(C(C)(C)C#N)=NC(C)(C)C#N. Given the product [Br:18][CH2:17][C:1]1[CH:2]=[CH:3][C:4]([C:7]2[CH:16]=[CH:15][CH:14]=[CH:13][C:8]=2[C:9]([O:11][CH3:12])=[O:10])=[CH:5][CH:6]=1, predict the reactants needed to synthesize it. (6) Given the product [Br:1][C:2]1[CH:12]=[CH:11][C:5]2[O:6][C:7]3[C:8](=[O:9])[NH:10][C:27]([CH2:22][NH:21][C:17]4[CH:16]=[N:15][CH:20]=[CH:19][CH:18]=4)=[N:14][C:13]=3[C:4]=2[CH:3]=1, predict the reactants needed to synthesize it. The reactants are: [Br:1][C:2]1[CH:12]=[CH:11][C:5]([O:6][CH2:7][C:8]([NH2:10])=[O:9])=[C:4]([C:13]#[N:14])[CH:3]=1.[NH:15]1[CH2:20][CH2:19][CH2:18][CH2:17][CH2:16]1.[NH2:21][C:22]1C=NC=C[CH:27]=1. (7) Given the product [CH3:28][C:24]1[C:16]2[N:17]([C:18]3[CH:23]=[CH:22][CH:21]=[CH:20][CH:19]=3)[C:13]([C@@H:11]([NH2:10])[CH3:12])=[N:14][C:15]=2[CH:27]=[CH:26][CH:25]=1, predict the reactants needed to synthesize it. The reactants are: C(OC(=O)[NH:10][C@H:11]([C:13]1[N:17]([C:18]2[CH:23]=[CH:22][CH:21]=[CH:20][CH:19]=2)[C:16]2[C:24]([CH3:28])=[CH:25][CH:26]=[CH:27][C:15]=2[N:14]=1)[CH3:12])C1C=CC=CC=1.